This data is from Peptide-MHC class I binding affinity with 185,985 pairs from IEDB/IMGT. The task is: Regression. Given a peptide amino acid sequence and an MHC pseudo amino acid sequence, predict their binding affinity value. This is MHC class I binding data. (1) The peptide sequence is SSLLWGFYL. The MHC is HLA-B15:17 with pseudo-sequence HLA-B15:17. The binding affinity (normalized) is 0.770. (2) The binding affinity (normalized) is 0.927. The peptide sequence is FLREKGGL. The MHC is HLA-B08:01 with pseudo-sequence HLA-B08:01. (3) The peptide sequence is YYHTLDESF. The MHC is HLA-A24:02 with pseudo-sequence HLA-A24:02. The binding affinity (normalized) is 0.939. (4) The peptide sequence is SMMVILPDKI. The MHC is HLA-A68:02 with pseudo-sequence HLA-A68:02. The binding affinity (normalized) is 0.178. (5) The peptide sequence is VVFEDGLPR. The MHC is HLA-B46:01 with pseudo-sequence HLA-B46:01. The binding affinity (normalized) is 0.0847. (6) The peptide sequence is DIVNTTYDFL. The MHC is HLA-A02:01 with pseudo-sequence HLA-A02:01. The binding affinity (normalized) is 0.179. (7) The peptide sequence is ADISSEATTPV. The MHC is Patr-A0901 with pseudo-sequence Patr-A0901. The binding affinity (normalized) is 0.294. (8) The peptide sequence is STRVPNYNL. The MHC is HLA-A30:01 with pseudo-sequence YSAMYQENVAQTDVDTLYIIYEHYTWAWLAYTWY. The binding affinity (normalized) is 0.830. (9) The peptide sequence is LITLILSNKL. The MHC is HLA-A02:06 with pseudo-sequence HLA-A02:06. The binding affinity (normalized) is 0.404.